Task: Predict the reaction yield, written as a fraction of the theoretical maximum amount of product (1.0 means a 100% yield; for example, 0.34 means a 34% yield).. Dataset: Reaction yield outcomes from USPTO patents with 853,638 reactions (1) The reactants are C([O:8][C:9]1[CH:14]=[CH:13][C:12]([N:15]2[C:19]([NH:20][C:21]([NH:23][C:24]3[C:33]4[C:28](=[CH:29][CH:30]=[CH:31][CH:32]=4)[CH:27]=[CH:26][CH:25]=3)=[O:22])=[CH:18][C:17]([C:34]([CH3:37])([CH3:36])[CH3:35])=[N:16]2)=[CH:11][CH:10]=1)C1C=CC=CC=1. The catalyst is CO.[Pd]. The product is [C:34]([C:17]1[CH:18]=[C:19]([NH:20][C:21]([NH:23][C:24]2[C:33]3[C:28](=[CH:29][CH:30]=[CH:31][CH:32]=3)[CH:27]=[CH:26][CH:25]=2)=[O:22])[N:15]([C:12]2[CH:13]=[CH:14][C:9]([OH:8])=[CH:10][CH:11]=2)[N:16]=1)([CH3:37])([CH3:35])[CH3:36]. The yield is 0.840. (2) The reactants are Cl[C:2]1[C:7]([N+:8]([O-:10])=[O:9])=[C:6]([Cl:11])[N:5]=[C:4]([CH3:12])[N:3]=1.[NH2:13][C:14]1[CH:19]=[CH:18][C:17]([CH2:20][CH2:21][OH:22])=[CH:16][CH:15]=1.C(N(CC)CC)C. The catalyst is C1COCC1. The product is [Cl:11][C:6]1[N:5]=[C:4]([CH3:12])[N:3]=[C:2]([NH:13][C:14]2[CH:19]=[CH:18][C:17]([CH2:20][CH2:21][OH:22])=[CH:16][CH:15]=2)[C:7]=1[N+:8]([O-:10])=[O:9]. The yield is 0.720. (3) The reactants are [Br:1][C:2]1[CH:3]=[C:4]([S:8][C:9]2[N:13]([C:14]3[CH:19]=[C:18]([F:20])[CH:17]=[CH:16][C:15]=3[F:21])[N:12]=[C:11]([C:22]([O:24]CC)=O)[CH:10]=2)[CH:5]=[CH:6][CH:7]=1.[CH3:27][NH2:28].CO. The catalyst is CO. The product is [Br:1][C:2]1[CH:3]=[C:4]([S:8][C:9]2[N:13]([C:14]3[CH:19]=[C:18]([F:20])[CH:17]=[CH:16][C:15]=3[F:21])[N:12]=[C:11]([C:22]([NH:28][CH3:27])=[O:24])[CH:10]=2)[CH:5]=[CH:6][CH:7]=1. The yield is 0.760. (4) The reactants are [Cl:1][C:2]1[CH:3]=[C:4]2[C:8](=[CH:9][CH:10]=1)[NH:7][CH:6]=[C:5]2[CH2:11][CH2:12][NH:13][C:14](=[O:22])[C:15]1[CH:20]=[CH:19][CH:18]=[CH:17][C:16]=1I.[C:23]([C:25]1[CH:30]=[CH:29][C:28](B(O)O)=[CH:27][CH:26]=1)#[N:24].C(=O)([O-])[O-].[Na+].[Na+]. The catalyst is C(COC)OC.O.C1C=CC([P]([Pd]([P](C2C=CC=CC=2)(C2C=CC=CC=2)C2C=CC=CC=2)([P](C2C=CC=CC=2)(C2C=CC=CC=2)C2C=CC=CC=2)[P](C2C=CC=CC=2)(C2C=CC=CC=2)C2C=CC=CC=2)(C2C=CC=CC=2)C2C=CC=CC=2)=CC=1. The product is [Cl:1][C:2]1[CH:3]=[C:4]2[C:8](=[CH:9][CH:10]=1)[NH:7][CH:6]=[C:5]2[CH2:11][CH2:12][NH:13][C:14]([C:15]1[C:16]([C:28]2[CH:29]=[CH:30][C:25]([C:23]#[N:24])=[CH:26][CH:27]=2)=[CH:17][CH:18]=[CH:19][CH:20]=1)=[O:22]. The yield is 0.460. (5) The reactants are Cl.[NH2:2][C@H:3]([CH2:7][CH:8]1[CH2:13][CH2:12][CH2:11][CH2:10][CH2:9]1)[C:4]([OH:6])=[O:5].[C:14](#N)[CH3:15]. No catalyst specified. The product is [CH:8]1([CH2:7][C@@H:3]([N:2]2[CH2:15][C:14]3[C:3](=[CH:7][CH:8]=[CH:9][CH:10]=3)[C:4]2=[O:5])[C:4]([OH:6])=[O:5])[CH2:13][CH2:12][CH2:11][CH2:10][CH2:9]1. The yield is 0.630. (6) The reactants are [OH:1][C@H:2]1[CH2:6][NH:5][C@@H:4]([C:7]([OH:9])=[O:8])[CH2:3]1.[OH-].[Na+].[CH3:12][C:13]([O:16][C:17](O[C:17]([O:16][C:13]([CH3:15])([CH3:14])[CH3:12])=[O:18])=[O:18])([CH3:15])[CH3:14].C(O)(=O)CC(CC(O)=O)(C(O)=O)O. The catalyst is C1COCC1.O. The product is [C:13]([O:16][C:17]([N:5]1[CH2:6][C@H:2]([OH:1])[CH2:3][C@@H:4]1[C:7]([OH:9])=[O:8])=[O:18])([CH3:15])([CH3:14])[CH3:12]. The yield is 0.610. (7) The reactants are Br[C:2]1[CH:3]=[C:4]([C:8]2([C:18]3[CH:23]=[CH:22][N:21]=[C:20]([O:24][CH2:25][CH2:26][CH2:27][F:28])[CH:19]=3)[C:16]3[C:11](=[N:12][CH:13]=[CH:14][CH:15]=3)[C:10]([NH2:17])=[N:9]2)[CH:5]=[CH:6][CH:7]=1.[N:29]1[CH:34]=[C:33](B(O)O)[CH:32]=[N:31][CH:30]=1.C(=O)([O-])[O-].[Na+].[Na+]. The catalyst is C1COCC1.Cl[Pd]Cl.C1(P(C2C=CC=CC=2)[C-]2C=CC=C2)C=CC=CC=1.[C-]1(P(C2C=CC=CC=2)C2C=CC=CC=2)C=CC=C1.[Fe+2]. The yield is 0.120. The product is [F:28][CH2:27][CH2:26][CH2:25][O:24][C:20]1[CH:19]=[C:18]([C:8]2([C:4]3[CH:5]=[CH:6][CH:7]=[C:2]([C:33]4[CH:34]=[N:29][CH:30]=[N:31][CH:32]=4)[CH:3]=3)[C:16]3[C:11](=[N:12][CH:13]=[CH:14][CH:15]=3)[C:10]([NH2:17])=[N:9]2)[CH:23]=[CH:22][N:21]=1. (8) The reactants are [CH3:1][C:2](C)([O-:4])C.[K+].[CH2:7]([O:14][C:15]1[CH:16]=[C:17]([CH:31]=[CH:32][CH:33]=1)[C:18]([NH:20][C:21]1[CH:26]=[CH:25][CH:24]=[CH:23][C:22]=1[S:27]([NH2:30])(=[O:29])=[O:28])=[O:19])[C:8]1[CH:13]=[CH:12][CH:11]=[CH:10][CH:9]=1.C(Cl)(=O)C.[Cl-].[NH4+]. The catalyst is O1CCCC1. The product is [CH2:7]([O:14][C:15]1[CH:16]=[C:17]([CH:31]=[CH:32][CH:33]=1)[C:18]([NH:20][C:21]1[CH:26]=[CH:25][CH:24]=[CH:23][C:22]=1[S:27]([NH:30][C:2](=[O:4])[CH3:1])(=[O:29])=[O:28])=[O:19])[C:8]1[CH:9]=[CH:10][CH:11]=[CH:12][CH:13]=1. The yield is 0.350. (9) The reactants are [N+:1]([C:4]1[CH:12]=[CH:11][C:7]([C:8](Cl)=[O:9])=[CH:6][CH:5]=1)([O-:3])=[O:2].[NH2:13][C:14]1[CH:19]=[CH:18][N:17]=[CH:16][C:15]=1[OH:20].C([O-])([O-])=O.[Na+].[Na+].CC(O)=O. The catalyst is N1C=CC=CC=1.O. The product is [OH:20][C:15]1[CH:16]=[N:17][CH:18]=[CH:19][C:14]=1[NH:13][C:8](=[O:9])[C:7]1[CH:11]=[CH:12][C:4]([N+:1]([O-:3])=[O:2])=[CH:5][CH:6]=1. The yield is 0.520.